This data is from Forward reaction prediction with 1.9M reactions from USPTO patents (1976-2016). The task is: Predict the product of the given reaction. Given the reactants Cl.Cl.Cl.[O:4]1[C:8]2[CH:9]=[CH:10][CH:11]=[C:12]([N:13]3[CH2:18][CH2:17][N:16]([CH2:19][CH2:20][C@H:21]4[CH2:26][CH2:25][C@H:24]([NH2:27])[CH2:23][CH2:22]4)[CH2:15][CH2:14]3)[C:7]=2[O:6][CH2:5]1.C(NC(C)C)(C)C.[CH3:35][S:36](Cl)(=[O:38])=[O:37], predict the reaction product. The product is: [O:4]1[C:8]2[CH:9]=[CH:10][CH:11]=[C:12]([N:13]3[CH2:18][CH2:17][N:16]([CH2:19][CH2:20][C@H:21]4[CH2:26][CH2:25][C@H:24]([NH:27][S:36]([CH3:35])(=[O:38])=[O:37])[CH2:23][CH2:22]4)[CH2:15][CH2:14]3)[C:7]=2[O:6][CH2:5]1.